This data is from Forward reaction prediction with 1.9M reactions from USPTO patents (1976-2016). The task is: Predict the product of the given reaction. (1) Given the reactants [CH:1]([N:4]1[CH2:9][CH2:8][CH:7]([NH:10][S:11]([CH2:14][CH2:15][CH2:16][N:17]=[N+]=[N-])(=[O:13])=[O:12])[CH2:6][CH2:5]1)([CH3:3])[CH3:2], predict the reaction product. The product is: [CH:1]([N:4]1[CH2:9][CH2:8][CH:7]([NH:10][S:11]([CH2:14][CH2:15][CH2:16][NH2:17])(=[O:12])=[O:13])[CH2:6][CH2:5]1)([CH3:3])[CH3:2]. (2) Given the reactants Cl.[NH2:2][CH:3]([C:6]1[CH:11]=[CH:10][C:9]([Cl:12])=[CH:8][CH:7]=1)[C:4]#[N:5].[CH3:13][O:14][C:15]1[C:33]([O:34][CH3:35])=[C:32]([O:36][CH3:37])[CH:31]=[CH:30][C:16]=1[C:17]([NH:19][CH2:20][CH2:21][N:22]1[CH:26]=[C:25]([C:27](O)=[O:28])[N:24]=[N:23]1)=[O:18], predict the reaction product. The product is: [Cl:12][C:9]1[CH:10]=[CH:11][C:6]([CH:3]([NH:2][C:27]([C:25]2[N:24]=[N:23][N:22]([CH2:21][CH2:20][NH:19][C:17](=[O:18])[C:16]3[CH:30]=[CH:31][C:32]([O:36][CH3:37])=[C:33]([O:34][CH3:35])[C:15]=3[O:14][CH3:13])[CH:26]=2)=[O:28])[C:4]#[N:5])=[CH:7][CH:8]=1. (3) Given the reactants [N:1]1([C:9]([O:11][C:12]([CH3:15])([CH3:14])[CH3:13])=[O:10])[CH2:8][CH2:7][CH2:6][C@H:2]1[C:3]([OH:5])=O.[CH2:25]1[CH2:30][CH2:29][CH:28](N=C=N[CH:25]2[CH2:30][CH2:29][CH2:28][CH2:27][CH2:26]2)[CH2:27][CH2:26]1.[C:31]([OH:37])([C:33](F)(F)F)=[O:32].[NH2:38][C@H:39]([C:50]([N:52]1[CH2:77][CH2:76][CH2:75][C@H:53]1[C:54]([NH:56]CC(N1CCC[C@H]1C(OCC1C=CC=CC=1)=O)=O)=[O:55])=[O:51])[CH2:40][CH2:41][CH2:42][NH:43][C:44](=[NH:49])[NH:45][N+:46]([O-:48])=[O:47].[CH2:78]1COCC1, predict the reaction product. The product is: [N:1]1([C:9]([O:11][C:12]([CH3:15])([CH3:14])[CH3:13])=[O:10])[CH2:8][CH2:7][CH2:6][C@H:2]1[C:3]([NH:38][C@H:39]([C:50]([N:52]1[CH2:77][CH2:76][CH2:75][C@H:53]1[C:54]([NH:56][CH2:33][C:31]([O:37][CH2:78][C:25]1[CH:26]=[CH:27][CH:28]=[CH:29][CH:30]=1)=[O:32])=[O:55])=[O:51])[CH2:40][CH2:41][CH2:42][NH:43][C:44](=[NH:49])[NH:45][N+:46]([O-:48])=[O:47])=[O:5]. (4) Given the reactants [C:1]([O:5][C:6](/[C:8](=[CH:35]\[C:36](\[CH3:51])=[CH:37]\[CH:38]([CH3:50])[CH2:39][CH:40]([CH3:49])[CH2:41][CH:42]([CH3:48])[CH2:43][CH:44]([CH3:47])[CH2:45][CH3:46])/[CH2:9][CH:10]([CH3:34])[C:11]([O:13]C1C(=O)OC(C(OC(C)(C)C)=O)C1C(OC(C)(C)C)=O)=[O:12])=[O:7])([CH3:4])([CH3:3])[CH3:2].C(#N)C.[OH-].[Na+], predict the reaction product. The product is: [C:1]([O:5][C:6](/[C:8](=[CH:35]\[C:36](\[CH3:51])=[CH:37]\[CH:38]([CH3:50])[CH2:39][CH:40]([CH3:49])[CH2:41][CH:42]([CH3:48])[CH2:43][CH:44]([CH3:47])[CH2:45][CH3:46])/[CH2:9][CH:10]([CH3:34])[C:11]([OH:13])=[O:12])=[O:7])([CH3:4])([CH3:3])[CH3:2]. (5) Given the reactants [H-].[Na+].Cl.[NH2:4][C:5]([NH2:7])=[NH:6].[C:8]([O:12][C:13](=[O:39])[C@H:14]([CH3:38])[N:15]([CH2:31][C:32]1[CH:37]=[CH:36][CH:35]=[CH:34][CH:33]=1)[S:16]([C:19]1[CH:28]=[C:27]2[C:22]([C:23]([Cl:30])=[CH:24][N:25]=[C:26]2Cl)=[CH:21][CH:20]=1)(=[O:18])=[O:17])([CH3:11])([CH3:10])[CH3:9], predict the reaction product. The product is: [C:8]([O:12][C:13](=[O:39])[C@H:14]([CH3:38])[N:15]([CH2:31][C:32]1[CH:33]=[CH:34][CH:35]=[CH:36][CH:37]=1)[S:16]([C:19]1[CH:28]=[C:27]2[C:22]([C:23]([Cl:30])=[CH:24][N:25]=[C:26]2[NH:6][C:5]([NH2:7])=[NH:4])=[CH:21][CH:20]=1)(=[O:17])=[O:18])([CH3:11])([CH3:9])[CH3:10]. (6) Given the reactants [CH3:1][S:2](Cl)(=[O:4])=[O:3].[C:6]([O:10][C:11]([N:13]1[CH2:18][CH2:17][CH:16]([OH:19])[CH2:15][CH2:14]1)=[O:12])([CH3:9])([CH3:8])[CH3:7].C(N(CC)CC)C, predict the reaction product. The product is: [C:6]([O:10][C:11]([N:13]1[CH2:18][CH2:17][CH:16]([O:19][S:2]([CH3:1])(=[O:4])=[O:3])[CH2:15][CH2:14]1)=[O:12])([CH3:9])([CH3:7])[CH3:8]. (7) Given the reactants N[C:2]1[C:3]([Cl:8])=[N:4][CH:5]=[CH:6][CH:7]=1.[F:9][C:10]([F:14])([F:13])[CH2:11][OH:12].CS(O)(=O)=O.N(OC(C)(C)C)=O.C1(C)C=C(C)C=C(C)C=1, predict the reaction product. The product is: [Cl:8][C:3]1[C:2]([O:12][CH2:11][C:10]([F:14])([F:13])[F:9])=[CH:7][CH:6]=[CH:5][N:4]=1.